This data is from Catalyst prediction with 721,799 reactions and 888 catalyst types from USPTO. The task is: Predict which catalyst facilitates the given reaction. (1) Reactant: [CH2:1]([O:8][CH2:9][CH2:10][O:11][CH2:12][CH2:13][O:14][CH2:15][CH2:16][O:17][CH2:18][CH2:19][O:20][CH2:21][CH2:22][O:23][C:24]1[CH:29]=[C:28]([O:30][CH2:31][CH2:32][O:33][CH2:34][CH2:35][O:36][CH2:37][CH2:38][O:39][CH2:40][CH2:41][O:42][CH2:43][CH2:44][O:45]C(C2C=CC=CC=2)(C2C=CC=CC=2)C2C=CC=CC=2)[CH:27]=[C:26]([O:65][CH2:66][CH2:67][O:68][CH2:69][CH2:70][O:71][CH2:72][CH2:73][O:74][CH2:75][CH2:76][O:77][CH2:78][CH2:79][O:80][CH2:81][C:82]2[CH:87]=[CH:86][CH:85]=[CH:84][CH:83]=2)[CH:25]=1)[C:2]1[CH:7]=[CH:6][CH:5]=[CH:4][CH:3]=1.FC(F)(F)C(O)=O.O.C(OCC)(=O)C.C(OCC)(=O)C. Product: [CH2:1]([O:8][CH2:9][CH2:10][O:11][CH2:12][CH2:13][O:14][CH2:15][CH2:16][O:17][CH2:18][CH2:19][O:20][CH2:21][CH2:22][O:23][C:24]1[CH:29]=[C:28]([CH:27]=[C:26]([O:65][CH2:66][CH2:67][O:68][CH2:69][CH2:70][O:71][CH2:72][CH2:73][O:74][CH2:75][CH2:76][O:77][CH2:78][CH2:79][O:80][CH2:81][C:82]2[CH:87]=[CH:86][CH:85]=[CH:84][CH:83]=2)[CH:25]=1)[O:30][CH2:31][CH2:32][O:33][CH2:34][CH2:35][O:36][CH2:37][CH2:38][O:39][CH2:40][CH2:41][O:42][CH2:43][CH2:44][OH:45])[C:2]1[CH:7]=[CH:6][CH:5]=[CH:4][CH:3]=1. The catalyst class is: 61. (2) Reactant: [F:1][C:2]1[CH:26]=[C:25]([N+:27]([O-:29])=[O:28])[CH:24]=[CH:23][C:3]=1[O:4][C:5]1[C:14]2[C:9](=[CH:10][C:11]([O:15][C:16]([CH3:22])([CH3:21])[C:17](OC)=[O:18])=[CH:12][CH:13]=2)[N:8]=[CH:7][CH:6]=1.[H-].[H-].[H-].[H-].[Li+].[Al+3]. Product: [F:1][C:2]1[CH:26]=[C:25]([N+:27]([O-:29])=[O:28])[CH:24]=[CH:23][C:3]=1[O:4][C:5]1[C:14]2[C:9](=[CH:10][C:11]([O:15][C:16]([CH3:22])([CH3:21])[CH2:17][OH:18])=[CH:12][CH:13]=2)[N:8]=[CH:7][CH:6]=1. The catalyst class is: 1. (3) Reactant: [C:1]([O:5][C:6]([NH:8][S:9]([N:12]1[C:17]2([CH2:19][CH2:18]2)[CH2:16][N:15]([C:20]2[C:21]3[CH:28]=[CH:27][N:26]([C:29]([O:31][C:32]([CH3:35])([CH3:34])[CH3:33])=[O:30])[C:22]=3[N:23]=[CH:24][N:25]=2)[CH2:14][CH2:13]1)(=[O:11])=[O:10])=[O:7])([CH3:4])([CH3:3])[CH3:2].[CH2:36]([N:43]1[CH2:47][CH2:46][CH2:45][C@H:44]1[CH2:48]O)[C:37]1[CH:42]=[CH:41][CH:40]=[CH:39][CH:38]=1.C1(P(C2C=CC=CC=2)C2C=CC=CC=2)C=CC=CC=1.C(OC(/N=N\C(=O)OC(C)C)=O)(C)C. Product: [CH2:36]([N:43]1[CH2:47][CH2:46][CH2:45][C@H:44]1[CH2:48][N:8]([C:6]([O:5][C:1]([CH3:4])([CH3:3])[CH3:2])=[O:7])[S:9]([N:12]1[C:17]2([CH2:18][CH2:19]2)[CH2:16][N:15]([C:20]2[C:21]3[CH:28]=[CH:27][N:26]([C:29]([O:31][C:32]([CH3:35])([CH3:34])[CH3:33])=[O:30])[C:22]=3[N:23]=[CH:24][N:25]=2)[CH2:14][CH2:13]1)(=[O:11])=[O:10])[C:37]1[CH:42]=[CH:41][CH:40]=[CH:39][CH:38]=1. The catalyst class is: 20.